This data is from CYP2D6 inhibition data for predicting drug metabolism from PubChem BioAssay. The task is: Regression/Classification. Given a drug SMILES string, predict its absorption, distribution, metabolism, or excretion properties. Task type varies by dataset: regression for continuous measurements (e.g., permeability, clearance, half-life) or binary classification for categorical outcomes (e.g., BBB penetration, CYP inhibition). Dataset: cyp2d6_veith. (1) The molecule is COC(=O)C(Cc1ccc(OC(=O)c2ccc(C(F)(F)F)cc2)cc1)N1Cc2ccccc2C1=O. The result is 0 (non-inhibitor). (2) The drug is CC1Cc2cc(/C(O)=C3/C(=O)C(=O)N(CCN4CCOCC4)C3c3cccc(Cl)c3)ccc2O1. The result is 0 (non-inhibitor). (3) The drug is CCOC(=O)CCN1C(=O)[C@@H]2[C@@H](CC[C@@H]3C(=O)C[C@@H](O)[C@@H](O)[C@H]32)C1=O. The result is 0 (non-inhibitor). (4) The compound is CN1CCc2cc3c(cc2[C@@H]1O)OCO3. The result is 1 (inhibitor). (5) The drug is C[C@@H](C(=O)OC1C[C@@H]2CC[C@H](C1)N2C)c1ccc(Br)cc1. The result is 1 (inhibitor). (6) The result is 0 (non-inhibitor). The drug is CCOc1ccc(-c2cc(CCCC(=O)Nc3cc(OC)ccc3OC)no2)cc1.